This data is from Catalyst prediction with 721,799 reactions and 888 catalyst types from USPTO. The task is: Predict which catalyst facilitates the given reaction. (1) Reactant: [Si]([O:8][C@H:9]([C:33]1[CH:42]=[CH:41][C:40]([OH:43])=[C:39]2[C:34]=1[CH:35]=[CH:36][C:37](=[O:44])[NH:38]2)[CH2:10][NH:11][CH2:12][C:13]1([OH:32])[CH2:18][CH2:17][N:16]([CH2:19][CH2:20][O:21][CH2:22][CH2:23][C:24]2[CH:29]=[CH:28][CH:27]=[C:26]([Cl:30])[C:25]=2[Cl:31])[CH2:15][CH2:14]1)(C(C)(C)C)(C)C.F.F.F.C(N(CC)CC)C. Product: [Cl:31][C:25]1[C:26]([Cl:30])=[CH:27][CH:28]=[CH:29][C:24]=1[CH2:23][CH2:22][O:21][CH2:20][CH2:19][N:16]1[CH2:17][CH2:18][C:13]([CH2:12][NH:11][CH2:10][C@@H:9]([C:33]2[CH:42]=[CH:41][C:40]([OH:43])=[C:39]3[C:34]=2[CH:35]=[CH:36][C:37](=[O:44])[NH:38]3)[OH:8])([OH:32])[CH2:14][CH2:15]1. The catalyst class is: 1. (2) Reactant: [N:1]1(C(=O)C)[C:9]2[C:4](=[N:5][CH:6]=[CH:7][CH:8]=2)[CH:3]=[N:2]1.[OH-].[Na+].Cl. Product: [NH:1]1[C:9]2[C:4](=[N:5][CH:6]=[CH:7][CH:8]=2)[CH:3]=[N:2]1. The catalyst class is: 87. (3) Reactant: [S:1]1[C:5]([CH:6]=O)=[CH:4][CH:3]=[C:2]1[C:8]1[S:9][CH:10]=[CH:11][CH:12]=1.[C:13]1([NH:19][NH2:20])[CH:18]=[CH:17][CH:16]=[CH:15][CH:14]=1. Product: [C:13]1([NH:19][N:20]=[CH:6][C:5]2[S:1][C:2]([C:8]3[S:9][CH:10]=[CH:11][CH:12]=3)=[CH:3][CH:4]=2)[CH:18]=[CH:17][CH:16]=[CH:15][CH:14]=1. The catalyst class is: 41. (4) Reactant: [CH2:1]([NH:5][CH2:6][C:7]1[CH:12]=[CH:11][C:10]([C:13]([F:16])([F:15])[F:14])=[CH:9][CH:8]=1)[CH:2]([CH3:4])[CH3:3].C(N(C(C)C)C(C)C)C.Cl[C:27](=[O:49])[CH2:28][O:29][C:30]1[CH:35]=[CH:34][C:33]([CH2:36][CH2:37][O:38][C:39]2[CH:48]=[CH:47][CH:46]=[CH:45][C:40]=2[C:41]([O:43][CH3:44])=[O:42])=[CH:32][CH:31]=1. Product: [CH2:1]([N:5]([CH2:6][C:7]1[CH:8]=[CH:9][C:10]([C:13]([F:14])([F:15])[F:16])=[CH:11][CH:12]=1)[C:27](=[O:49])[CH2:28][O:29][C:30]1[CH:31]=[CH:32][C:33]([CH2:36][CH2:37][O:38][C:39]2[CH:48]=[CH:47][CH:46]=[CH:45][C:40]=2[C:41]([O:43][CH3:44])=[O:42])=[CH:34][CH:35]=1)[CH:2]([CH3:4])[CH3:3]. The catalyst class is: 10. (5) Reactant: Cl[C:2]1[CH:7]=[C:6]([CH:8]2[CH2:10][CH2:9]2)[N:5]=[C:4]([C:11]2[CH:16]=[CH:15][CH:14]=[CH:13][C:12]=2[C:17]([F:20])([F:19])[F:18])[N:3]=1.[NH:21]1[C:25]2=[N:26][CH:27]=[CH:28][CH:29]=[C:24]2[C:23]([NH2:30])=[N:22]1.O.C(=O)(O)[O-].[Na+]. Product: [CH:8]1([C:6]2[N:5]=[C:4]([C:11]3[CH:16]=[CH:15][CH:14]=[CH:13][C:12]=3[C:17]([F:20])([F:19])[F:18])[N:3]=[C:2]([NH:30][C:23]3[C:24]4[C:25](=[N:26][CH:27]=[CH:28][CH:29]=4)[NH:21][N:22]=3)[CH:7]=2)[CH2:10][CH2:9]1. The catalyst class is: 60. (6) Reactant: [Cl:1][C:2]1[C:10]2[C:5](=[CH:6][CH:7]=[C:8]([F:11])[CH:9]=2)[NH:4][C:3]=1[C:12]([OH:14])=O.CN(C)C=O.[C:20]([NH:23][NH2:24])(=[O:22])[CH3:21].CN(C(ON1N=NC2C=CC=CC1=2)=[N+](C)C)C.F[P-](F)(F)(F)(F)F. Product: [C:20]([NH:23][NH:24][C:12]([C:3]1[NH:4][C:5]2[C:10]([C:2]=1[Cl:1])=[CH:9][C:8]([F:11])=[CH:7][CH:6]=2)=[O:14])(=[O:22])[CH3:21]. The catalyst class is: 66. (7) Reactant: [Cl:1][C:2]1[CH:3]=[N+:4]([O-:39])[CH:5]=[C:6]([Cl:38])[C:7]=1[CH2:8][C@@H:9]([C:23]1[CH:28]=[CH:27][C:26]([O:29][CH:30]([F:32])[F:31])=[C:25]([O:33][CH2:34][CH:35]2[CH2:37][CH2:36]2)[CH:24]=1)[O:10][C:11]([O:13]C1C=CC([N+]([O-])=O)=CC=1)=[O:12].O[C:41]1[CH:42]=[CH:43][C:44]([O:60][CH3:61])=[C:45]([N:47]([CH2:52][CH2:53][N:54]2[CH2:59][CH2:58][O:57][CH2:56][CH2:55]2)[S:48]([CH3:51])(=[O:50])=[O:49])[CH:46]=1.O. Product: [Cl:38][C:6]1[CH:5]=[N+:4]([O-:39])[CH:3]=[C:2]([Cl:1])[C:7]=1[CH2:8][C@@H:9]([C:23]1[CH:28]=[CH:27][C:26]([O:29][CH:30]([F:32])[F:31])=[C:25]([O:33][CH2:34][CH:35]2[CH2:36][CH2:37]2)[CH:24]=1)[O:10][C:11]([O:13][C:41]1[CH:42]=[CH:43][C:44]([O:60][CH3:61])=[C:45]([N:47]([CH2:52][CH2:53][N:54]2[CH2:55][CH2:56][O:57][CH2:58][CH2:59]2)[S:48]([CH3:51])(=[O:50])=[O:49])[CH:46]=1)=[O:12]. The catalyst class is: 241. (8) Reactant: Cl[C:2]1[N:7]=[CH:6][C:5]2[C:8]([NH:14][CH:15]3[CH2:19][NH:18][C:17](=[O:20])[CH2:16]3)=[N:9][N:10]([CH:11]([CH3:13])[CH3:12])[C:4]=2[CH:3]=1.[NH2:21][C:22]1[CH:27]=[CH:26][N:25]=[C:24]([N:28]2[CH2:33][CH2:32][C:31]([CH3:35])([OH:34])[CH2:30][CH2:29]2)[N:23]=1.C1(P(C2CCCCC2)C2C(OC)=CC=C(OC)C=2C2C(C(C)C)=CC(C(C)C)=CC=2C(C)C)CCCCC1.C(=O)([O-])[O-].[Cs+].[Cs+]. Product: [OH:34][C:31]1([CH3:35])[CH2:32][CH2:33][N:28]([C:24]2[N:23]=[C:22]([NH:21][C:2]3[N:7]=[CH:6][C:5]4[C:8]([NH:14][CH:15]5[CH2:19][NH:18][C:17](=[O:20])[CH2:16]5)=[N:9][N:10]([CH:11]([CH3:13])[CH3:12])[C:4]=4[CH:3]=3)[CH:27]=[CH:26][N:25]=2)[CH2:29][CH2:30]1. The catalyst class is: 12.